Predict the reactants needed to synthesize the given product. From a dataset of Full USPTO retrosynthesis dataset with 1.9M reactions from patents (1976-2016). (1) Given the product [CH3:35][O:36][C:37]1[CH:38]=[C:39]([CH:43]=[CH:44][CH:45]=1)[C:40]([NH:46][C:47]1[N:48]=[C:49]([C:56](=[O:57])[C:58]2[CH:63]=[CH:62][C:61]([N+:64]([O-:66])=[O:65])=[C:60]([O:67][CH3:68])[CH:59]=2)[N:50]2[CH:55]=[CH:54][CH:53]=[CH:52][C:51]=12)=[O:41], predict the reactants needed to synthesize it. The reactants are: C(N(CC)CC)C.F[P-](F)(F)(F)(F)F.N1(O[P+](N(C)C)(N(C)C)N(C)C)C2C=CC=CC=2N=N1.[CH3:35][O:36][C:37]1[CH:38]=[C:39]([CH:43]=[CH:44][CH:45]=1)[C:40](O)=[O:41].[NH2:46][C:47]1[N:48]=[C:49]([C:56]([C:58]2[CH:63]=[CH:62][C:61]([N+:64]([O-:66])=[O:65])=[C:60]([O:67][CH3:68])[CH:59]=2)=[O:57])[N:50]2[CH:55]=[CH:54][CH:53]=[CH:52][C:51]=12. (2) Given the product [F:43][C:2]1([F:1])[CH2:6][C@H:5]([O:7][C:8]2[C:13]([F:14])=[CH:12][C:11]([S:15]([NH:18][C:19]3[CH:24]=[CH:23][N:22]=[CH:21][N:20]=3)(=[O:16])=[O:17])=[C:10]([F:36])[CH:9]=2)[C@@H:4]([C:37]2[N:41]([CH3:42])[N:40]=[CH:39][CH:38]=2)[CH2:3]1, predict the reactants needed to synthesize it. The reactants are: [F:1][C:2]1([F:43])[CH2:6][C@H:5]([O:7][C:8]2[C:13]([F:14])=[CH:12][C:11]([S:15]([N:18](CC3C=CC(OC)=CC=3OC)[C:19]3[CH:24]=[CH:23][N:22]=[CH:21][N:20]=3)(=[O:17])=[O:16])=[C:10]([F:36])[CH:9]=2)[C@@H:4]([C:37]2[N:41]([CH3:42])[N:40]=[CH:39][CH:38]=2)[CH2:3]1.C([SiH](CC)CC)C.FC(F)(F)C(O)=O.